This data is from Catalyst prediction with 721,799 reactions and 888 catalyst types from USPTO. The task is: Predict which catalyst facilitates the given reaction. Reactant: [CH3:1][C:2]([OH:4])=O.[CH3:5][N:6]1[C@@H]2[CH2:23][C:11]3[CH:12]=[CH:13][C:14]([OH:26])=[C:15]4[O:16][C@H:17]5[C:18]([O:24]C)=[CH:19][CH:20]=C2[C@:9]5([C:10]=34)[CH2:8][CH2:7]1.C(OO)(=O)C.OO. Product: [CH3:5][N:6]1[C@@H:1]2[CH2:23][C:11]3=[CH:12][CH:13]=[C:14]([OH:26])[C:15]4[O:16][C@H:17]5[C:18]([CH2:19][CH2:20][C@:2]2([OH:4])[C@:9]5([C:10]=43)[CH2:8][CH2:7]1)=[O:24]. The catalyst class is: 6.